From a dataset of Forward reaction prediction with 1.9M reactions from USPTO patents (1976-2016). Predict the product of the given reaction. Given the reactants [CH3:1][C:2]1[NH:3][C:4]2[C:5](=[O:14])[CH2:6][CH2:7][CH2:8][C:9]=2[C:10]=1[C:11]([OH:13])=O.[CH2:15]([N:17]([CH2:22][CH3:23])[CH2:18][CH2:19][CH2:20][NH2:21])[CH3:16], predict the reaction product. The product is: [CH2:15]([N:17]([CH2:22][CH3:23])[CH2:18][CH2:19][CH2:20][NH:21][C:11]([C:10]1[C:9]2[CH2:8][CH2:7][CH2:6][C:5](=[O:14])[C:4]=2[NH:3][C:2]=1[CH3:1])=[O:13])[CH3:16].